From a dataset of Catalyst prediction with 721,799 reactions and 888 catalyst types from USPTO. Predict which catalyst facilitates the given reaction. (1) Reactant: [N:1]1([C:7]2[CH:12]=[CH:11][C:10]([N+:13]([O-])=O)=[CH:9][C:8]=2[C:16]#[C:17][C:18]2[CH:19]=[C:20]([NH:24][C:25](=[O:31])[O:26][C:27]([CH3:30])([CH3:29])[CH3:28])[CH:21]=[CH:22][CH:23]=2)[CH2:6][CH2:5][O:4][CH2:3][CH2:2]1. Product: [NH2:13][C:10]1[CH:11]=[CH:12][C:7]([N:1]2[CH2:2][CH2:3][O:4][CH2:5][CH2:6]2)=[C:8]([CH2:16][CH2:17][C:18]2[CH:19]=[C:20]([NH:24][C:25](=[O:31])[O:26][C:27]([CH3:30])([CH3:29])[CH3:28])[CH:21]=[CH:22][CH:23]=2)[CH:9]=1. The catalyst class is: 19. (2) Reactant: [CH3:1][C:2]1[C:6]([C:7]2[CH:12]=[CH:11][CH:10]=[CH:9][C:8]=2[C:13]([F:16])([F:15])[F:14])=C(C)S[C:3]=1[C:18]([OH:20])=O.C(Cl)(=O)C(Cl)=O.[CH3:27][S:28]([C:31]1[CH:37]=[CH:36][C:34]([NH2:35])=[CH:33][CH:32]=1)(=[O:30])=[O:29].C[CH2:39][N:40](C(C)C)[CH:41](C)C. Product: [CH3:27][S:28]([C:31]1[CH:37]=[CH:36][C:34]([NH:35][C:18]([C:3]2[C:2]([CH3:1])=[C:6]([C:7]3[CH:12]=[CH:11][CH:10]=[CH:9][C:8]=3[C:13]([F:14])([F:15])[F:16])[N:40]([CH3:41])[CH:39]=2)=[O:20])=[CH:33][CH:32]=1)(=[O:29])=[O:30]. The catalyst class is: 2. (3) Reactant: [CH:1]1([C:4]2[CH:9]=[CH:8][N:7]=[CH:6][C:5]=2[N:10]2[CH2:14][CH2:13][NH:12][C:11]2=[O:15])[CH2:3][CH2:2]1.[Cl:16][C:17]1[CH:22]=[C:21](Cl)[N:20]=[CH:19][N:18]=1.CN[C@@H]1CCCC[C@H]1NC.P([O-])([O-])([O-])=O.[K+].[K+].[K+]. Product: [Cl:16][C:17]1[N:18]=[CH:19][N:20]=[C:21]([N:12]2[CH2:13][CH2:14][N:10]([C:5]3[CH:6]=[N:7][CH:8]=[CH:9][C:4]=3[CH:1]3[CH2:3][CH2:2]3)[C:11]2=[O:15])[CH:22]=1. The catalyst class is: 246. (4) Reactant: [Cl:1][C:2]1[CH:7]=[CH:6][C:5]([NH2:8])=[C:4]([N:9]2[C:17]3[C:12](=[N:13][CH:14]=[CH:15][CH:16]=3)[N:11]=[N:10]2)[CH:3]=1.[CH2:18]([O:20][C:21](=[O:33])[C:22]1[CH:27]=[CH:26][C:25]([S:28](Cl)(=[O:30])=[O:29])=[CH:24][C:23]=1[F:32])[CH3:19].CS(Cl)(=O)=O. Product: [CH2:18]([O:20][C:21](=[O:33])[C:22]1[CH:27]=[CH:26][C:25]([S:28](=[O:29])(=[O:30])[NH:8][C:5]2[CH:6]=[CH:7][C:2]([Cl:1])=[CH:3][C:4]=2[N:9]2[C:17]3[C:12](=[N:13][CH:14]=[CH:15][CH:16]=3)[N:11]=[N:10]2)=[CH:24][C:23]=1[F:32])[CH3:19]. The catalyst class is: 436. (5) Reactant: [C:1]([O:5][C:6]([N:8]1[CH2:11][C:10]([CH3:41])([NH:12][C:13]2[CH:14]=[C:15]3[C:24](=[CH:25][C:26]=2[C:27]([F:30])([F:29])[F:28])[O:23][CH2:22][C:21]2[N:16]3[CH:17]([CH3:40])[C:18](=[O:39])[N:19](COCC[Si](C)(C)C)[N:20]=2)[CH2:9]1)=[O:7])([CH3:4])([CH3:3])[CH3:2].CCCC[N+](CCCC)(CCCC)CCCC.[F-]. Product: [CH3:41][C:10]1([NH:12][C:13]2[C:26]([C:27]([F:28])([F:29])[F:30])=[CH:25][C:24]3[O:23][CH2:22][C:21]4=[N:20][NH:19][C:18](=[O:39])[C@@H:17]([CH3:40])[N:16]4[C:15]=3[CH:14]=2)[CH2:9][N:8]([C:6]([O:5][C:1]([CH3:2])([CH3:3])[CH3:4])=[O:7])[CH2:11]1. The catalyst class is: 1. (6) Reactant: O=S(Cl)Cl.[Br:5][C:6]1[CH:14]=[C:13]([O:15][CH3:16])[CH:12]=[CH:11][C:7]=1[C:8]([OH:10])=[O:9].[CH3:17]O. Product: [Br:5][C:6]1[CH:14]=[C:13]([O:15][CH3:16])[CH:12]=[CH:11][C:7]=1[C:8]([O:10][CH3:17])=[O:9]. The catalyst class is: 6. (7) Reactant: [OH-].C([N+](CCCC)(CCCC)CCCC)CCC.C1([C:25]2[C:26]3[CH:27]=[CH:28][C:29]([C:49]([O:51][CH3:52])=[O:50])=[CH:30][C:31]=3[N:32]3[CH2:38][C:37](C(OC)=O)=[CH:36][C:35]4[CH:43]=[C:44](OC)[CH:45]=[CH:46][C:34]=4[C:33]=23)CCCCC1. Product: [CH:46]1[C:34]2[C:33]3=[CH:25][C:26]4[CH:27]=[CH:28][C:29]([C:49]([O:51][CH3:52])=[O:50])=[CH:30][C:31]=4[N:32]3[CH2:38][CH:37]=[CH:36][C:35]=2[CH:43]=[CH:44][CH:45]=1. The catalyst class is: 1. (8) The catalyst class is: 270. Product: [CH3:1][C:2]1[CH:7]=[C:6]([CH3:8])[N:5]=[C:4]([NH:35][CH2:34][CH2:33][NH:32][C:29]2[CH:28]=[CH:27][C:26]([N+:23]([O-:25])=[O:24])=[CH:31][CH:30]=2)[CH:3]=1. Reactant: [CH3:1][C:2]1[CH:7]=[C:6]([CH3:8])[N:5]=[C:4](OS(C(F)(F)F)(=O)=O)[CH:3]=1.N1C=CC=CC=1.[N+:23]([C:26]1[CH:31]=[CH:30][C:29]([NH:32][CH2:33][CH2:34][NH2:35])=[CH:28][CH:27]=1)([O-:25])=[O:24]. (9) Reactant: [OH:1][C:2]1[CH:10]=[CH:9][C:5]([CH2:6][CH2:7][OH:8])=[CH:4][CH:3]=1.N1CCNCC1.[CH:17](=[O:26])[CH:18]=[CH:19][C:20]1[CH:25]=[CH:24][CH:23]=[CH:22][CH:21]=1.Cl. Product: [OH:8][CH2:7][CH2:6][C:5]1[CH:4]=[C:3]2[C:2](=[CH:10][CH:9]=1)[O:1][CH:17]([OH:26])[CH2:18][CH:19]2[C:20]1[CH:25]=[CH:24][CH:23]=[CH:22][CH:21]=1. The catalyst class is: 11.